Dataset: Peptide-MHC class I binding affinity with 185,985 pairs from IEDB/IMGT. Task: Regression. Given a peptide amino acid sequence and an MHC pseudo amino acid sequence, predict their binding affinity value. This is MHC class I binding data. (1) The peptide sequence is GINPNMSCD. The MHC is H-2-Db with pseudo-sequence H-2-Db. The binding affinity (normalized) is 0. (2) The MHC is HLA-B58:01 with pseudo-sequence HLA-B58:01. The peptide sequence is YMLKDSAPT. The binding affinity (normalized) is 0.0847. (3) The peptide sequence is NIVTFINDYA. The MHC is HLA-A02:06 with pseudo-sequence HLA-A02:06. The binding affinity (normalized) is 0.458. (4) The peptide sequence is LTFKACDHI. The MHC is HLA-A30:01 with pseudo-sequence HLA-A30:01. The binding affinity (normalized) is 0.593. (5) The peptide sequence is FPVTPQVPL. The MHC is HLA-A02:06 with pseudo-sequence HLA-A02:06. The binding affinity (normalized) is 0. (6) The peptide sequence is FMRDEVSFSV. The MHC is HLA-A02:06 with pseudo-sequence HLA-A02:06. The binding affinity (normalized) is 0.783. (7) The peptide sequence is MPCMINDTHF. The MHC is HLA-B35:01 with pseudo-sequence HLA-B35:01. The binding affinity (normalized) is 0.723. (8) The peptide sequence is KELKETLLH. The MHC is HLA-A25:01 with pseudo-sequence HLA-A25:01. The binding affinity (normalized) is 0.0847.